From a dataset of Full USPTO retrosynthesis dataset with 1.9M reactions from patents (1976-2016). Predict the reactants needed to synthesize the given product. (1) Given the product [ClH:3].[NH2:15][N:6]1[CH:7]=[CH:8][C:4]([Cl:3])=[C:5]1[C:9]([O:11][CH3:12])=[O:10], predict the reactants needed to synthesize it. The reactants are: [H-].[Na+].[Cl:3][C:4]1[CH:8]=[CH:7][NH:6][C:5]=1[C:9]([O:11][CH3:12])=[O:10].Cl.C[N:15](C=O)C. (2) Given the product [Cl:1][C:2]1[CH:3]=[N:4][N:5]([CH3:16])[C:6]=1[C:7]1[N:8]=[C:9]([C:12]([NH:17][C@@H:18]([CH2:31][C:32]2[CH:37]=[CH:36][CH:35]=[C:34]([F:38])[CH:33]=2)[CH2:19][N:20]2[C:28](=[O:29])[C:27]3[C:22](=[CH:23][CH:24]=[CH:25][CH:26]=3)[C:21]2=[O:30])=[O:14])[S:10][CH:11]=1, predict the reactants needed to synthesize it. The reactants are: [Cl:1][C:2]1[CH:3]=[N:4][N:5]([CH3:16])[C:6]=1[C:7]1[N:8]=[C:9]([C:12]([O:14]C)=O)[S:10][CH:11]=1.[NH2:17][C@@H:18]([CH2:31][C:32]1[CH:37]=[CH:36][CH:35]=[C:34]([F:38])[CH:33]=1)[CH2:19][N:20]1[C:28](=[O:29])[C:27]2[C:22](=[CH:23][CH:24]=[CH:25][CH:26]=2)[C:21]1=[O:30].C(N(CC)C(C)C)(C)C.F[P-](F)(F)(F)(F)F.Br[P+](N1CCCC1)(N1CCCC1)N1CCCC1.